Dataset: Reaction yield outcomes from USPTO patents with 853,638 reactions. Task: Predict the reaction yield, written as a fraction of the theoretical maximum amount of product (1.0 means a 100% yield; for example, 0.34 means a 34% yield). (1) The reactants are Cl[SiH:2]1[N:6]([C:7]([CH3:10])([CH3:9])[CH3:8])[CH:5]=[CH:4][N:3]1[C:11]([CH3:14])([CH3:13])[CH3:12].O1CCCC1.[CH3:20][NH2:21]. The catalyst is CCCCCC. The product is [C:11]([N:3]1[CH:4]=[CH:5][N:6]([C:7]([CH3:10])([CH3:9])[CH3:8])[SiH:2]1[NH:21][CH3:20])([CH3:14])([CH3:13])[CH3:12]. The yield is 0.860. (2) The reactants are Br[C:2]1[CH:7]=[CH:6][CH:5]=[C:4]([C:8]([C:10]2[CH:15]=[CH:14][CH:13]=[CH:12][CH:11]=2)=[CH2:9])[CH:3]=1.C([Li])CCC.CCCCCC.CN(C)[CH:29]=[O:30].[Cl-].[NH4+]. The catalyst is O1CCCC1. The product is [C:10]1([C:8]([C:4]2[CH:3]=[C:2]([CH:7]=[CH:6][CH:5]=2)[CH:29]=[O:30])=[CH2:9])[CH:11]=[CH:12][CH:13]=[CH:14][CH:15]=1. The yield is 0.780. (3) The reactants are [C:1]([NH:8][S:9]([C:12]1([CH:15]=O)[CH2:14][CH2:13]1)(=[O:11])=[O:10])([O:3][C:4]([CH3:7])([CH3:6])[CH3:5])=[O:2].[C:17]([O-])([O-])=O.[K+].[K+].C/C(/[O-])=C(/P(OC)(OC)=O)\[N+]#N. The catalyst is CO. The product is [C:1]([NH:8][S:9]([C:12]1([C:15]#[CH:17])[CH2:14][CH2:13]1)(=[O:11])=[O:10])([O:3][C:4]([CH3:7])([CH3:6])[CH3:5])=[O:2]. The yield is 0.850. (4) The reactants are FC(F)(F)C([N:5]1[CH2:11][CH:10]2[N:12]([C:13]([O:15][C:16]([CH3:19])([CH3:18])[CH3:17])=[O:14])[CH:7]([CH2:8][CH2:9]2)[CH2:6]1)=[O:4].[OH-].[NH4+]. The catalyst is CO. The product is [NH4+:5].[OH-:4].[CH:7]12[N:12]([C:13]([O:15][C:16]([CH3:19])([CH3:18])[CH3:17])=[O:14])[CH:10]([CH2:9][CH2:8]1)[CH2:11][NH:5][CH2:6]2. The yield is 0.0100. (5) The reactants are [Cl:1][C:2]1[N:7]=[C:6](Cl)[CH:5]=[CH:4][N:3]=1.[CH3:9][N:10]1[C:18]2[C:13](=[CH:14][CH:15]=[CH:16][CH:17]=2)[CH:12]=[CH:11]1. The catalyst is C(COC)OC. The product is [Cl:1][C:2]1[N:7]=[C:6]([C:12]2[C:13]3[C:18](=[CH:17][CH:16]=[CH:15][CH:14]=3)[N:10]([CH3:9])[CH:11]=2)[CH:5]=[CH:4][N:3]=1. The yield is 0.815.